This data is from Peptide-MHC class II binding affinity with 134,281 pairs from IEDB. The task is: Regression. Given a peptide amino acid sequence and an MHC pseudo amino acid sequence, predict their binding affinity value. This is MHC class II binding data. The peptide sequence is EHELYVAVLSNALHR. The MHC is HLA-DPA10201-DPB10101 with pseudo-sequence HLA-DPA10201-DPB10101. The binding affinity (normalized) is 0.427.